Dataset: Forward reaction prediction with 1.9M reactions from USPTO patents (1976-2016). Task: Predict the product of the given reaction. (1) Given the reactants [CH3:1][C:2]1[CH:11]=[CH:10][C:9]2[C:4](=[CH:5][CH:6]=[CH:7][CH:8]=2)[N:3]=1.[Li+].CC([N-]C(C)C)C.Br[CH2:21][C:22]#[C:23][Si:24]([CH3:27])([CH3:26])[CH3:25], predict the reaction product. The product is: [CH3:25][Si:24]([CH3:27])([CH3:26])[C:23]#[C:22][CH2:21][CH2:1][C:2]1[CH:11]=[CH:10][C:9]2[C:4](=[CH:5][CH:6]=[CH:7][CH:8]=2)[N:3]=1. (2) Given the reactants [CH2:1]([O:8][C@H:9]1[C@@H:15]([O:16][CH2:17][C:18]2[CH:23]=[CH:22][CH:21]=[CH:20][CH:19]=2)[C@H:14]([O:24][CH2:25][C:26]2[CH:31]=[CH:30][CH:29]=[CH:28][CH:27]=2)[C@@H:13]([CH2:32][O:33][CH2:34][C:35]2[CH:40]=[CH:39][CH:38]=[CH:37][CH:36]=2)[O:12][CH:10]1[OH:11])[C:2]1[CH:7]=[CH:6][CH:5]=[CH:4][CH:3]=1.C([O:45][C:46](=[O:49])[CH2:47]Cl)(C)(C)C.COC(C)(C)C, predict the reaction product. The product is: [CH2:1]([O:8][C@@H:9]1[C@@H:15]([O:16][CH2:17][C:18]2[CH:23]=[CH:22][CH:21]=[CH:20][CH:19]=2)[C@@H:14]([O:24][CH2:25][C:26]2[CH:27]=[CH:28][CH:29]=[CH:30][CH:31]=2)[C@@H:13]([CH2:32][O:33][CH2:34][C:35]2[CH:36]=[CH:37][CH:38]=[CH:39][CH:40]=2)[O:12][CH:10]1[O:11][CH2:47][C:46]([OH:49])=[O:45])[C:2]1[CH:3]=[CH:4][CH:5]=[CH:6][CH:7]=1. (3) Given the reactants Cl[C:2]1[N:7]=[C:6](Cl)[C:5]([C:9]#[N:10])=[CH:4][N:3]=1.[NH2:11][C:12]1[CH:24]=[CH:23][C:15]([C:16]([NH:18][C:19]([CH3:22])([CH3:21])[CH3:20])=[O:17])=[CH:14][CH:13]=1.C(O[C:30](=[O:37])[NH:31][C@H:32]1[CH2:36][CH2:35][NH:34][CH2:33]1)(C)(C)C.[C:38](O)(=O)[CH:39]=C, predict the reaction product. The product is: [C:30]([NH:31][C@H:32]1[CH2:36][CH2:35][N:34]([C:2]2[N:7]=[C:6]([NH:11][C:12]3[CH:24]=[CH:23][C:15]([C:16]([NH:18][C:19]([CH3:20])([CH3:21])[CH3:22])=[O:17])=[CH:14][CH:13]=3)[C:5]([C:9]#[N:10])=[CH:4][N:3]=2)[CH2:33]1)(=[O:37])[CH:38]=[CH2:39]. (4) Given the reactants [Cl:1][C:2]1[CH:25]=[CH:24][C:5]([CH2:6][N:7]2[C:15]3[C:10](=[CH:11][C:12]([CH:16]=[C:17]4[S:21][C:20](=[O:22])[NH:19][C:18]4=[O:23])=[CH:13][CH:14]=3)[CH:9]=[N:8]2)=[C:4]([C:26]([F:29])([F:28])[F:27])[CH:3]=1.[C:30]([O:34][C:35](=[O:43])[NH:36][C:37]1([CH2:41]O)[CH2:40][CH2:39][CH2:38]1)([CH3:33])([CH3:32])[CH3:31], predict the reaction product. The product is: [C:30]([O:34][C:35](=[O:43])[NH:36][C:37]1([CH2:41][N:19]2[C:18](=[O:23])[C:17](=[CH:16][C:12]3[CH:11]=[C:10]4[C:15](=[CH:14][CH:13]=3)[N:7]([CH2:6][C:5]3[CH:24]=[CH:25][C:2]([Cl:1])=[CH:3][C:4]=3[C:26]([F:27])([F:29])[F:28])[N:8]=[CH:9]4)[S:21][C:20]2=[O:22])[CH2:38][CH2:39][CH2:40]1)([CH3:33])([CH3:31])[CH3:32]. (5) The product is: [Br:9][C:10]1[CH:11]=[C:12]([CH2:16][O:8][C:6]2[CH:5]=[CH:4][CH:3]=[C:2]([CH3:1])[N:7]=2)[CH:13]=[N:14][CH:15]=1. Given the reactants [CH3:1][C:2]1[NH:7][C:6](=[O:8])[CH:5]=[CH:4][CH:3]=1.[Br:9][C:10]1[CH:11]=[C:12]([CH2:16]O)[CH:13]=[N:14][CH:15]=1.C1(P(C2C=CC=CC=2)C2C=CC=CC=2)C=CC=CC=1.C1C(COC(/N=N\C(OCC2C=CC(Cl)=CC=2)=O)=O)=CC=C(Cl)C=1.C([O-])(O)=O.[Na+], predict the reaction product.